This data is from Catalyst prediction with 721,799 reactions and 888 catalyst types from USPTO. The task is: Predict which catalyst facilitates the given reaction. Reactant: [OH-].[Na+].[N:3]([CH2:6][CH2:7][CH2:8][CH2:9][CH2:10][CH2:11][CH2:12][CH2:13][CH2:14][CH2:15][C:16]([O:18]C)=[O:17])=[N+:4]=[N-:5].O.S([O-])(O)(=O)=O.[Na+]. Product: [N:3]([CH2:6][CH2:7][CH2:8][CH2:9][CH2:10][CH2:11][CH2:12][CH2:13][CH2:14][CH2:15][C:16]([OH:18])=[O:17])=[N+:4]=[N-:5]. The catalyst class is: 5.